Task: Predict which catalyst facilitates the given reaction.. Dataset: Catalyst prediction with 721,799 reactions and 888 catalyst types from USPTO (1) Reactant: [OH:1][CH:2]1[CH2:7][NH:6][C:5](=[O:8])[CH2:4][CH2:3]1.CC(C)([O-])C.[K+].F[C:16]1[CH:23]=[CH:22][C:21]([C:24]2[N:29]=[C:28]([NH:30][C:31]3[CH:36]=[CH:35][C:34]([N:37]4[CH2:42][CH2:41][N:40]([CH:43]5[CH2:46][O:45][CH2:44]5)[CH2:39][CH2:38]4)=[C:33]([O:47][CH3:48])[CH:32]=3)[N:27]=[CH:26][N:25]=2)=[CH:20][C:17]=1[C:18]#[N:19]. Product: [OH:1][C@H:2]1[CH2:7][N:6]([C:16]2[CH:23]=[CH:22][C:21]([C:24]3[N:29]=[C:28]([NH:30][C:31]4[CH:36]=[CH:35][C:34]([N:37]5[CH2:38][CH2:39][N:40]([CH:43]6[CH2:44][O:45][CH2:46]6)[CH2:41][CH2:42]5)=[C:33]([O:47][CH3:48])[CH:32]=4)[N:27]=[CH:26][N:25]=3)=[CH:20][C:17]=2[C:18]#[N:19])[C:5](=[O:8])[CH2:4][CH2:3]1. The catalyst class is: 3. (2) Reactant: [CH2:1]([C:8]1[C:9](Cl)=[N:10][C:11]([NH2:15])=[N:12][C:13]=1[CH3:14])[C:2]1[CH:7]=[CH:6][CH:5]=[CH:4][CH:3]=1.[CH2:17]([NH2:22])[CH2:18][CH2:19][CH2:20][CH3:21]. Product: [NH2:15][C:11]1[N:10]=[C:9]([NH:22][CH2:17][CH2:18][CH2:19][CH2:20][CH3:21])[C:8]([CH2:1][C:2]2[CH:7]=[CH:6][CH:5]=[CH:4][CH:3]=2)=[C:13]([CH3:14])[N:12]=1. The catalyst class is: 12. (3) Product: [N:16]1[C:17]2[C:22](=[CH:21][CH:20]=[CH:19][CH:18]=2)[CH:23]=[C:14]([C:12]#[C:13][C:2]2[N:7]=[C:6]([C:8]([O:10][CH3:11])=[O:9])[CH:5]=[CH:4][CH:3]=2)[CH:15]=1. Reactant: Br[C:2]1[N:7]=[C:6]([C:8]([O:10][CH3:11])=[O:9])[CH:5]=[CH:4][CH:3]=1.[C:12]([C:14]1[CH:15]=[N:16][C:17]2[C:22]([CH:23]=1)=[CH:21][CH:20]=[CH:19][CH:18]=2)#[CH:13].C(N(C(C)C)CC)(C)C. The catalyst class is: 441.